Dataset: Reaction yield outcomes from USPTO patents with 853,638 reactions. Task: Predict the reaction yield, written as a fraction of the theoretical maximum amount of product (1.0 means a 100% yield; for example, 0.34 means a 34% yield). (1) The reactants are [NH:1]1[C:10]2[C:5](=[CH:6][CH:7]=[CH:8][CH:9]=2)[CH2:4][CH2:3][C:2]1=[O:11].O.[N+:13]([O-])([OH:15])=[O:14]. The catalyst is OS(O)(=O)=O. The product is [N+:13]([C:7]1[CH:6]=[C:5]2[C:10](=[CH:9][CH:8]=1)[NH:1][C:2](=[O:11])[CH2:3][CH2:4]2)([O-:15])=[O:14]. The yield is 0.690. (2) The reactants are [Cl:1][C:2]1[CH:8]=[CH:7][C:5]([NH2:6])=[C:4]([I:9])[CH:3]=1.[C:10]1(=O)[CH2:15][CH2:14][CH2:13][C:12](=[O:16])[CH2:11]1.O.C1(C)C=CC(S(O)(=O)=O)=CC=1.CCOC(C)=O. The catalyst is C1(C)C=CC=CC=1. The product is [Cl:1][C:2]1[CH:8]=[CH:7][C:5]([NH:6][C:10]2[CH2:15][CH2:14][CH2:13][C:12](=[O:16])[CH:11]=2)=[C:4]([I:9])[CH:3]=1. The yield is 0.800. (3) The reactants are C1C=CC(C2C=CC=CC=2)=CC=1.C1C=CC(OC2C=CC=CC=2)=CC=1.[Cl:26][C:27]1[CH:32]=[CH:31][C:30]([C:33]([F:36])([F:35])[F:34])=[CH:29][C:28]=1[NH:37][CH:38]=[C:39]([C:45](OCC)=[O:46])[C:40]([O:42][CH2:43][CH3:44])=[O:41]. The yield is 0.650. The product is [Cl:26][C:27]1[CH:32]=[CH:31][C:30]([C:33]([F:34])([F:35])[F:36])=[C:29]2[C:28]=1[NH:37][CH:38]=[C:39]([C:40]([O:42][CH2:43][CH3:44])=[O:41])[C:45]2=[O:46]. The catalyst is CCCCCC. (4) The reactants are Cl[C:2]1[N:7]=[C:6]2[N:8]([C@@H:13]3[C:21]4[C:16](=[CH:17][C:18]([C:22]5[CH:27]=[CH:26][CH:25]=[CH:24][C:23]=5[C:28]5[N:32]([C:33]([C:46]6[CH:51]=[CH:50][CH:49]=[CH:48][CH:47]=6)([C:40]6[CH:45]=[CH:44][CH:43]=[CH:42][CH:41]=6)[C:34]6[CH:39]=[CH:38][CH:37]=[CH:36][CH:35]=6)[N:31]=[N:30][N:29]=5)=[CH:19][CH:20]=4)[CH2:15][CH2:14]3)[C:9]([CH2:11][CH3:12])=[N:10][C:5]2=[C:4]([CH3:52])[CH:3]=1.N#N.C([O:58][C:59]([CH3:61])=[CH2:60])(=O)C.C1(P(C2C=CC=CC=2C2C(OC)=CC=CC=2OC)C2CCCCC2)CCCCC1.C[O-].C([Sn+](CCCC)CCCC)CCC. The catalyst is C1(C)C=CC=CC=1. The product is [CH2:11]([C:9]1[N:8]([C@@H:13]2[C:21]3[C:16](=[CH:17][C:18]([C:22]4[CH:27]=[CH:26][CH:25]=[CH:24][C:23]=4[C:28]4[N:32]([C:33]([C:40]5[CH:41]=[CH:42][CH:43]=[CH:44][CH:45]=5)([C:34]5[CH:35]=[CH:36][CH:37]=[CH:38][CH:39]=5)[C:46]5[CH:47]=[CH:48][CH:49]=[CH:50][CH:51]=5)[N:31]=[N:30][N:29]=4)=[CH:19][CH:20]=3)[CH2:15][CH2:14]2)[C:6]2=[N:7][C:2]([CH2:60][C:59](=[O:58])[CH3:61])=[CH:3][C:4]([CH3:52])=[C:5]2[N:10]=1)[CH3:12]. The yield is 0.800.